This data is from Catalyst prediction with 721,799 reactions and 888 catalyst types from USPTO. The task is: Predict which catalyst facilitates the given reaction. (1) Reactant: [NH2:1][C:2]1[N:3]=[C:4]2[CH:9]=[CH:8][C:7]([O:10][C:11]3[CH:12]=[CH:13][C:14]([F:27])=[C:15]([NH:17][C:18]([C:20]4[N:24]([CH3:25])[N:23]=[C:22]([CH3:26])[CH:21]=4)=[O:19])[CH:16]=3)=[CH:6][N:5]2[CH:28]=1.[CH2:29]([N:31]=[C:32]=[O:33])[CH3:30]. Product: [CH2:29]([NH:31][C:32]([NH:1][C:2]1[N:3]=[C:4]2[CH:9]=[CH:8][C:7]([O:10][C:11]3[CH:12]=[CH:13][C:14]([F:27])=[C:15]([NH:17][C:18]([C:20]4[N:24]([CH3:25])[N:23]=[C:22]([CH3:26])[CH:21]=4)=[O:19])[CH:16]=3)=[CH:6][N:5]2[CH:28]=1)=[O:33])[CH3:30]. The catalyst class is: 30. (2) Reactant: CC(OI1(OC(C)=O)(OC(C)=O)OC(=O)C2C=CC=CC1=2)=O.[F:23][C:24]1[CH:25]=[CH:26][C:27]([O:50][CH3:51])=[C:28]([C@H:30]2[CH2:34][CH:33]([OH:35])[CH2:32][N:31]2[C:36]2[CH:41]=[CH:40][N:39]3[N:42]=[CH:43][C:44]([C:45]([O:47][CH2:48][CH3:49])=[O:46])=[C:38]3[N:37]=2)[CH:29]=1.[O-]S([O-])(=S)=O.[Na+].[Na+]. Product: [F:23][C:24]1[CH:25]=[CH:26][C:27]([O:50][CH3:51])=[C:28]([CH:30]2[CH2:34][C:33](=[O:35])[CH2:32][N:31]2[C:36]2[CH:41]=[CH:40][N:39]3[N:42]=[CH:43][C:44]([C:45]([O:47][CH2:48][CH3:49])=[O:46])=[C:38]3[N:37]=2)[CH:29]=1. The catalyst class is: 2. (3) Reactant: [CH3:1][C:2]([N:9]1[CH:13]=[C:12]([N+:14]([O-:16])=[O:15])[CH:11]=[N:10]1)([CH3:8])[C:3](OCC)=[O:4].[H-].C([Al+]C(C)C)(C)C.C(C(C(C([O-])=O)O)O)([O-])=O.[Na+].[K+]. Product: [CH3:8][C:2]([N:9]1[CH:13]=[C:12]([N+:14]([O-:16])=[O:15])[CH:11]=[N:10]1)([CH3:1])[CH2:3][OH:4]. The catalyst class is: 207. (4) Reactant: [CH3:1][C:2]([O:5][C:6]([N:8]1[CH2:13][CH2:12][CH:11]([NH:14][C:15]2[C:20]([C:21](OCC)=[O:22])=[C:19]([CH2:26][CH3:27])[N:18]=[C:17]3[N:28]([CH2:31][CH3:32])[N:29]=[CH:30][C:16]=23)[CH2:10][CH2:9]1)=[O:7])([CH3:4])[CH3:3].[BH4-].[Li+].CO.O. Product: [CH2:31]([N:28]1[C:17]2=[N:18][C:19]([CH2:26][CH3:27])=[C:20]([CH2:21][OH:22])[C:15]([NH:14][CH:11]3[CH2:10][CH2:9][N:8]([C:6]([O:5][C:2]([CH3:1])([CH3:4])[CH3:3])=[O:7])[CH2:13][CH2:12]3)=[C:16]2[CH:30]=[N:29]1)[CH3:32]. The catalyst class is: 7. (5) Reactant: [C:1]1([CH3:8])[C:6]([OH:7])=[CH:5][CH:4]=[CH:3][CH:2]=1.[H-].[Na+].CS(O[CH:16]1[CH2:19][N:18]([C:20](=[O:27])[C:21]2[CH:26]=[CH:25][CH:24]=[CH:23][CH:22]=2)[CH2:17]1)(=O)=O. Product: [C:21]1([C:20]([N:18]2[CH2:19][CH:16]([O:7][C:6]3[CH:5]=[CH:4][CH:3]=[CH:2][C:1]=3[CH3:8])[CH2:17]2)=[O:27])[CH:22]=[CH:23][CH:24]=[CH:25][CH:26]=1. The catalyst class is: 3. (6) Reactant: [CH2:1](O)[CH:2]=[CH:3][C:4]1[CH:9]=[CH:8][CH:7]=[CH:6][CH:5]=1.N1C(C)=CC(C)=CC=1C.[Cl-].[Li+].CS([Cl:26])(=O)=O. Product: [CH2:1]([Cl:26])/[CH:2]=[CH:3]\[C:4]1[CH:9]=[CH:8][CH:7]=[CH:6][CH:5]=1. The catalyst class is: 215. (7) The catalyst class is: 36. Product: [F:33][C:2]([F:1])([F:32])[C:3]1[CH:4]=[CH:5][C:6]([C:9]2[N:14]=[C:13]([CH:15]([O:20][C:21]3[CH:22]=[CH:23][C:24]([CH2:27][C:28]([OH:30])=[O:29])=[CH:25][CH:26]=3)[CH2:16][CH2:17][CH2:18][CH3:19])[CH:12]=[CH:11][CH:10]=2)=[CH:7][CH:8]=1. Reactant: [F:1][C:2]([F:33])([F:32])[C:3]1[CH:8]=[CH:7][C:6]([C:9]2[N:14]=[C:13]([CH:15]([O:20][C:21]3[CH:26]=[CH:25][C:24]([CH2:27][C:28]([O:30]C)=[O:29])=[CH:23][CH:22]=3)[CH2:16][CH2:17][CH2:18][CH3:19])[CH:12]=[CH:11][CH:10]=2)=[CH:5][CH:4]=1.[OH-].[Na+]. (8) Reactant: [O:1]1CCO[CH:2]1[C:6]1[CH:7]=[C:8]([CH:12]([S:20][CH2:21][CH2:22][CH2:23][C:24]2[CH:29]=[CH:28][CH:27]=[CH:26][C:25]=2[C:30]([OH:33])([CH3:32])[CH3:31])[C:13]2([CH2:16][C:17]([OH:19])=[O:18])[CH2:15][CH2:14]2)[CH:9]=[CH:10][CH:11]=1.C1(C)C=CC(S(O)(=O)=O)=CC=1. Product: [CH:2]([C:6]1[CH:7]=[C:8]([CH:12]([S:20][CH2:21][CH2:22][CH2:23][C:24]2[CH:29]=[CH:28][CH:27]=[CH:26][C:25]=2[C:30]([OH:33])([CH3:31])[CH3:32])[C:13]2([CH2:16][C:17]([OH:19])=[O:18])[CH2:14][CH2:15]2)[CH:9]=[CH:10][CH:11]=1)=[O:1]. The catalyst class is: 30.